From a dataset of Forward reaction prediction with 1.9M reactions from USPTO patents (1976-2016). Predict the product of the given reaction. (1) The product is: [OH:17][CH2:16][CH2:15][CH2:14][CH2:13][NH:12][C:10](=[O:11])/[CH:9]=[CH:8]/[C:3]1[CH:4]=[CH:5][CH:6]=[CH:7][C:2]=1[S:26][C:23]1[CH:24]=[CH:25][C:20]([O:19][CH3:18])=[CH:21][CH:22]=1. Given the reactants Br[C:2]1[CH:7]=[CH:6][CH:5]=[CH:4][C:3]=1[CH:8]=[CH:9][C:10]([NH:12][CH2:13][CH2:14][CH2:15][CH2:16][OH:17])=[O:11].[CH3:18][O:19][C:20]1[CH:25]=[CH:24][C:23]([SH:26])=[CH:22][CH:21]=1.C([O-])([O-])=O.[K+].[K+], predict the reaction product. (2) The product is: [OH:27][NH:26][C:10](=[O:12])[CH2:9][CH2:8][CH2:7][C:1]1[CH:6]=[CH:5][CH:4]=[CH:3][CH:2]=1. Given the reactants [C:1]1([CH2:7][CH2:8][CH2:9][C:10]([OH:12])=O)[CH:6]=[CH:5][CH:4]=[CH:3][CH:2]=1.ClC(OCC)=O.C(N(CC)CC)C.[NH2:26][OH:27].Cl.NO.[OH-].[K+], predict the reaction product. (3) Given the reactants Cl[C:2]1[CH:3]=[C:4]([CH:28]=[CH:29][N:30]=1)[C:5]([NH:7][C:8]1[CH:9]=[C:10]([C:15]2[CH:20]=[CH:19][C:18]([C:21]([NH:23][CH2:24][CH:25]3[CH2:27][CH2:26]3)=[O:22])=[CH:17][CH:16]=2)[C:11]([CH3:14])=[CH:12][CH:13]=1)=[O:6].[CH2:31]([NH2:35])[CH:32]([CH3:34])[CH3:33], predict the reaction product. The product is: [CH:25]1([CH2:24][NH:23][C:21]([C:18]2[CH:19]=[CH:20][C:15]([C:10]3[C:11]([CH3:14])=[CH:12][CH:13]=[C:8]([NH:7][C:5](=[O:6])[C:4]4[CH:28]=[CH:29][N:30]=[C:2]([NH:35][CH2:31][CH:32]([CH3:34])[CH3:33])[CH:3]=4)[CH:9]=3)=[CH:16][CH:17]=2)=[O:22])[CH2:27][CH2:26]1.